The task is: Regression. Given two drug SMILES strings and cell line genomic features, predict the synergy score measuring deviation from expected non-interaction effect.. This data is from NCI-60 drug combinations with 297,098 pairs across 59 cell lines. (1) Drug 1: CC1=C(C=C(C=C1)NC2=NC=CC(=N2)N(C)C3=CC4=NN(C(=C4C=C3)C)C)S(=O)(=O)N.Cl. Drug 2: C1=CC(=CC=C1CCC2=CNC3=C2C(=O)NC(=N3)N)C(=O)NC(CCC(=O)O)C(=O)O. Cell line: K-562. Synergy scores: CSS=56.6, Synergy_ZIP=0.209, Synergy_Bliss=-0.113, Synergy_Loewe=-3.01, Synergy_HSA=2.84. (2) Drug 1: CC12CCC(CC1=CCC3C2CCC4(C3CC=C4C5=CN=CC=C5)C)O. Drug 2: CN1CCC(CC1)COC2=C(C=C3C(=C2)N=CN=C3NC4=C(C=C(C=C4)Br)F)OC. Cell line: SF-295. Synergy scores: CSS=11.7, Synergy_ZIP=0.475, Synergy_Bliss=3.54, Synergy_Loewe=2.58, Synergy_HSA=4.09. (3) Drug 1: C1=CC(=CC=C1CC(C(=O)O)N)N(CCCl)CCCl.Cl. Drug 2: CC1=C(C=C(C=C1)NC(=O)C2=CC=C(C=C2)CN3CCN(CC3)C)NC4=NC=CC(=N4)C5=CN=CC=C5. Cell line: HL-60(TB). Synergy scores: CSS=32.6, Synergy_ZIP=4.30, Synergy_Bliss=4.71, Synergy_Loewe=-25.7, Synergy_HSA=-0.956. (4) Drug 1: C1CCC(C1)C(CC#N)N2C=C(C=N2)C3=C4C=CNC4=NC=N3. Drug 2: C1CCN(CC1)CCOC2=CC=C(C=C2)C(=O)C3=C(SC4=C3C=CC(=C4)O)C5=CC=C(C=C5)O. Cell line: MDA-MB-435. Synergy scores: CSS=3.42, Synergy_ZIP=7.77, Synergy_Bliss=17.4, Synergy_Loewe=12.6, Synergy_HSA=10.6. (5) Drug 1: C1CCC(C1)C(CC#N)N2C=C(C=N2)C3=C4C=CNC4=NC=N3. Drug 2: C1=CC(=CC=C1CCCC(=O)O)N(CCCl)CCCl. Cell line: KM12. Synergy scores: CSS=24.1, Synergy_ZIP=-2.07, Synergy_Bliss=0.734, Synergy_Loewe=2.05, Synergy_HSA=2.88. (6) Drug 1: CC1=C2C(C(=O)C3(C(CC4C(C3C(C(C2(C)C)(CC1OC(=O)C(C(C5=CC=CC=C5)NC(=O)OC(C)(C)C)O)O)OC(=O)C6=CC=CC=C6)(CO4)OC(=O)C)OC)C)OC. Drug 2: C1CN(P(=O)(OC1)NCCCl)CCCl. Cell line: HT29. Synergy scores: CSS=82.0, Synergy_ZIP=24.6, Synergy_Bliss=24.2, Synergy_Loewe=-13.9, Synergy_HSA=23.7. (7) Drug 1: CC1=C(C=C(C=C1)C(=O)NC2=CC(=CC(=C2)C(F)(F)F)N3C=C(N=C3)C)NC4=NC=CC(=N4)C5=CN=CC=C5. Drug 2: CCN(CC)CCNC(=O)C1=C(NC(=C1C)C=C2C3=C(C=CC(=C3)F)NC2=O)C. Cell line: UACC-257. Synergy scores: CSS=-1.62, Synergy_ZIP=0.983, Synergy_Bliss=0.714, Synergy_Loewe=-4.71, Synergy_HSA=-4.20. (8) Drug 1: CCN(CC)CCNC(=O)C1=C(NC(=C1C)C=C2C3=C(C=CC(=C3)F)NC2=O)C. Drug 2: COCCOC1=C(C=C2C(=C1)C(=NC=N2)NC3=CC=CC(=C3)C#C)OCCOC.Cl. Cell line: RXF 393. Synergy scores: CSS=-3.29, Synergy_ZIP=1.35, Synergy_Bliss=-0.523, Synergy_Loewe=-3.67, Synergy_HSA=-3.89. (9) Cell line: EKVX. Synergy scores: CSS=7.87, Synergy_ZIP=7.65, Synergy_Bliss=-5.15, Synergy_Loewe=-37.2, Synergy_HSA=-3.52. Drug 2: CNC(=O)C1=NC=CC(=C1)OC2=CC=C(C=C2)NC(=O)NC3=CC(=C(C=C3)Cl)C(F)(F)F. Drug 1: CS(=O)(=O)CCNCC1=CC=C(O1)C2=CC3=C(C=C2)N=CN=C3NC4=CC(=C(C=C4)OCC5=CC(=CC=C5)F)Cl.